The task is: Predict the reactants needed to synthesize the given product.. This data is from Full USPTO retrosynthesis dataset with 1.9M reactions from patents (1976-2016). (1) Given the product [CH2:28]([O:35][C:10]1[CH:9]=[C:8]([CH2:7][OH:6])[CH:13]=[C:12]([F:14])[N:11]=1)[C:29]1[CH:34]=[CH:33][CH:32]=[CH:31][CH:30]=1, predict the reactants needed to synthesize it. The reactants are: C([SiH2][O:6][C:7](C1C=CC=CC=1)(C1C=CC=CC=1)[C:8]1[CH:13]=[C:12]([F:14])[N:11]=[C:10](F)[CH:9]=1)(C)(C)C.[CH2:28]([OH:35])[C:29]1[CH:34]=[CH:33][CH:32]=[CH:31][CH:30]=1.[H-].[Na+].[F-].C([N+](CCCC)(CCCC)CCCC)CCC. (2) Given the product [CH3:17][C:12]1[CH:11]=[C:10]([N:7]2[C:8]([CH3:9])=[C:4]3[C:5]([C:19]([CH3:20])=[N:22][N:23]=[C:1]3[CH3:2])=[C:6]2[CH3:18])[CH:15]=[CH:14][C:13]=1[OH:16], predict the reactants needed to synthesize it. The reactants are: [C:1]([C:4]1[C:5]([C:19](=O)[CH3:20])=[C:6]([CH3:18])[N:7]([C:10]2[CH:15]=[CH:14][C:13]([OH:16])=[C:12]([CH3:17])[CH:11]=2)[C:8]=1[CH3:9])(=O)[CH3:2].[NH2:22][NH2:23].